From a dataset of Reaction yield outcomes from USPTO patents with 853,638 reactions. Predict the reaction yield, written as a fraction of the theoretical maximum amount of product (1.0 means a 100% yield; for example, 0.34 means a 34% yield). (1) The reactants are C([O:8][C:9]1[C:14]2[N:15]=[C:16]([CH3:19])[N:17]([CH3:18])[C:13]=2[CH:12]=[C:11]([N:20]([CH3:24])[C:21](=[O:23])[CH3:22])[CH:10]=1)C1C=CC=CC=1.C(O)(=O)C. The catalyst is C(O)C.[Pd]. The product is [OH:8][C:9]1[C:14]2[N:15]=[C:16]([CH3:19])[N:17]([CH3:18])[C:13]=2[CH:12]=[C:11]([N:20]([CH3:24])[C:21](=[O:23])[CH3:22])[CH:10]=1. The yield is 1.00. (2) The reactants are [C:1]([C:3]1[CH:11]=[CH:10][C:6]([C:7](O)=[O:8])=[C:5]([CH3:12])[CH:4]=1)#[N:2].S(Cl)([Cl:15])=O.CN(C)C=O. The catalyst is C1(C)C=CC=CC=1. The product is [C:1]([C:3]1[CH:11]=[CH:10][C:6]([C:7]([Cl:15])=[O:8])=[C:5]([CH3:12])[CH:4]=1)#[N:2]. The yield is 1.00. (3) The reactants are [C:1]([C:5]1[NH:6][C:7]2[C:12]([CH:13]=1)=[CH:11][C:10]([N+:14]([O-])=O)=[CH:9][C:8]=2[CH2:17][OH:18])([CH3:4])([CH3:3])[CH3:2]. The catalyst is [Ni].CO. The product is [NH2:14][C:10]1[CH:11]=[C:12]2[C:7](=[C:8]([CH2:17][OH:18])[CH:9]=1)[NH:6][C:5]([C:1]([CH3:4])([CH3:3])[CH3:2])=[CH:13]2. The yield is 0.800. (4) The reactants are C(OC([N:8]1[CH2:12][CH:11]([F:13])[CH2:10][C@:9]1([C:17](=[O:26])[C:18]1[CH:23]=[CH:22][C:21]([Cl:24])=[C:20]([Cl:25])[CH:19]=1)[CH2:14][CH2:15][CH3:16])=O)(C)(C)C. The catalyst is Cl. The product is [Cl:25][C:20]1[CH:19]=[C:18]([C:17]([C@@:9]2([CH2:14][CH2:15][CH3:16])[CH2:10][C@H:11]([F:13])[CH2:12][NH:8]2)=[O:26])[CH:23]=[CH:22][C:21]=1[Cl:24]. The yield is 0.290. (5) The reactants are [C:1]([O:5][C:6]([N:8]1[CH2:12][CH2:11][C:10](=[O:13])[CH2:9]1)=[O:7])([CH3:4])([CH3:3])[CH3:2].[CH3:14][Mg]Br. The catalyst is C(OCC)C. The product is [C:1]([O:5][C:6]([N:8]1[CH2:12][CH2:11][C:10]([OH:13])([CH3:14])[CH2:9]1)=[O:7])([CH3:4])([CH3:2])[CH3:3]. The yield is 0.370. (6) The catalyst is ClCCl.C(O)(C)(C)C. The reactants are [C:1]([O:5][C:6](=[O:17])[CH2:7]/[N:8]=[CH:9]/[CH2:10][C:11]([CH2:15][CH3:16])([CH3:14])[CH2:12][CH3:13])([CH3:4])([CH3:3])[CH3:2].[Cl:18][C:19]1[C:20]([F:37])=[C:21](/[CH:25]=[C:26](/[C:29]2[CH:34]=[CH:33][C:32]([Cl:35])=[CH:31][C:30]=2[F:36])\[C:27]#[N:28])[CH:22]=[CH:23][CH:24]=1.C(N(CC)CC)C.C1CCN2C(=NCCC2)CC1. The yield is 0.740. The product is [C:1]([O:5][C:6]([CH:7]1[CH:25]([C:21]2[CH:22]=[CH:23][CH:24]=[C:19]([Cl:18])[C:20]=2[F:37])[C:26]([C:29]2[CH:34]=[CH:33][C:32]([Cl:35])=[CH:31][C:30]=2[F:36])([C:27]#[N:28])[CH:9]([CH2:10][C:11]([CH2:15][CH3:16])([CH3:14])[CH2:12][CH3:13])[NH:8]1)=[O:17])([CH3:3])([CH3:4])[CH3:2].